Dataset: NCI-60 drug combinations with 297,098 pairs across 59 cell lines. Task: Regression. Given two drug SMILES strings and cell line genomic features, predict the synergy score measuring deviation from expected non-interaction effect. (1) Drug 1: CCCS(=O)(=O)NC1=C(C(=C(C=C1)F)C(=O)C2=CNC3=C2C=C(C=N3)C4=CC=C(C=C4)Cl)F. Drug 2: CN(C)C1=NC(=NC(=N1)N(C)C)N(C)C. Cell line: OVCAR-8. Synergy scores: CSS=-5.53, Synergy_ZIP=4.13, Synergy_Bliss=3.72, Synergy_Loewe=-1.60, Synergy_HSA=-1.90. (2) Drug 1: C1CC(=O)NC(=O)C1N2CC3=C(C2=O)C=CC=C3N. Drug 2: CNC(=O)C1=NC=CC(=C1)OC2=CC=C(C=C2)NC(=O)NC3=CC(=C(C=C3)Cl)C(F)(F)F. Cell line: SK-MEL-28. Synergy scores: CSS=13.1, Synergy_ZIP=-2.42, Synergy_Bliss=2.89, Synergy_Loewe=-3.36, Synergy_HSA=1.04. (3) Drug 1: CC1C(C(CC(O1)OC2CC(CC3=C2C(=C4C(=C3O)C(=O)C5=C(C4=O)C(=CC=C5)OC)O)(C(=O)C)O)N)O.Cl. Drug 2: CN(CC1=CN=C2C(=N1)C(=NC(=N2)N)N)C3=CC=C(C=C3)C(=O)NC(CCC(=O)O)C(=O)O. Cell line: IGROV1. Synergy scores: CSS=33.6, Synergy_ZIP=2.01, Synergy_Bliss=2.44, Synergy_Loewe=3.42, Synergy_HSA=5.32. (4) Drug 1: CCC1=C2CN3C(=CC4=C(C3=O)COC(=O)C4(CC)O)C2=NC5=C1C=C(C=C5)O. Drug 2: C1=CN(C=N1)CC(O)(P(=O)(O)O)P(=O)(O)O. Cell line: ACHN. Synergy scores: CSS=20.7, Synergy_ZIP=-4.43, Synergy_Bliss=-0.664, Synergy_Loewe=-30.8, Synergy_HSA=0.800.